This data is from Catalyst prediction with 721,799 reactions and 888 catalyst types from USPTO. The task is: Predict which catalyst facilitates the given reaction. (1) Reactant: Cl[C:2]1[C:7](Cl)=[CH:6][CH:5]=[CH:4][C:3]=1[N:9]1[CH2:15][CH2:14][CH2:13][N:12]([CH2:16][CH2:17][CH2:18][CH2:19][O:20][C:21]2[CH:30]=[C:29]3[C:24]([CH:25]=[CH:26][C:27](=[O:31])[NH:28]3)=[CH:23][CH:22]=2)[CH2:11][CH2:10]1.[Na+].[I-].Cl.[CH2:35]([O:37]C1C=CC=CC=1N1CCCNCC1)[CH3:36].C([O-])([O-])=O.[K+].[K+]. Product: [CH2:35]([O:37][C:2]1[CH:7]=[CH:6][CH:5]=[CH:4][C:3]=1[N:9]1[CH2:15][CH2:14][CH2:13][N:12]([CH2:16][CH2:17][CH2:18][CH2:19][O:20][C:21]2[CH:30]=[C:29]3[C:24]([CH2:25][CH2:26][C:27](=[O:31])[NH:28]3)=[CH:23][CH:22]=2)[CH2:11][CH2:10]1)[CH3:36]. The catalyst class is: 144. (2) Reactant: [Br:1][C:2]1[CH:11]=[C:10]([C:12]([OH:14])=O)[C:9]([OH:15])=[C:8]2[C:3]=1[CH:4]=[CH:5][CH:6]=[N:7]2.N1(C(N2C=CN=C2)=O)C=CN=C1.[CH2:28]1[C:36]2[C:31](=[CH:32][CH:33]=[CH:34][CH:35]=2)[CH2:30][NH:29]1. Product: [Br:1][C:2]1[CH:11]=[C:10]([C:12]([N:29]2[CH2:30][C:31]3[C:36](=[CH:35][CH:34]=[CH:33][CH:32]=3)[CH2:28]2)=[O:14])[C:9]([OH:15])=[C:8]2[C:3]=1[CH:4]=[CH:5][CH:6]=[N:7]2. The catalyst class is: 1. (3) Reactant: [CH2:1]([O:3][C:4]([C:6]1[C:7]([CH3:26])=[N:8][C:9]([NH:13][CH2:14]/[CH:15]=[CH:16]/B2OC(C)(C)C(C)(C)O2)=[N:10][C:11]=1[CH3:12])=[O:5])[CH3:2].[CH2:27]([O:34][C:35]1[N:40]=[C:39](Br)[CH:38]=[CH:37][CH:36]=1)[C:28]1[CH:33]=[CH:32][CH:31]=[CH:30][CH:29]=1.C(=O)([O-])[O-].[K+].[K+].CN(C=O)C. Product: [CH2:1]([O:3][C:4]([C:6]1[C:11]([CH3:12])=[N:10][C:9]([NH:13][CH2:14]/[CH:15]=[CH:16]/[C:39]2[CH:38]=[CH:37][CH:36]=[C:35]([O:34][CH2:27][C:28]3[CH:29]=[CH:30][CH:31]=[CH:32][CH:33]=3)[N:40]=2)=[N:8][C:7]=1[CH3:26])=[O:5])[CH3:2]. The catalyst class is: 6. (4) Reactant: [ClH:1].[C:2]1([N:8]([CH2:32][CH2:33][C:34]([O:36]CC)=[O:35])[C:9]([C:11]2[CH:12]=[C:13]3[N:19]=[C:18]([CH2:20][S:21][C:22]4[CH:27]=[CH:26][C:25]([C:28](=[NH:30])[NH2:29])=[CH:24][CH:23]=4)[N:17]([CH3:31])[C:14]3=[N:15][CH:16]=2)=[O:10])[CH:7]=[CH:6][CH:5]=[CH:4][CH:3]=1.[OH-].[Na+].N. Product: [ClH:1].[C:2]1([N:8]([CH2:32][CH2:33][C:34]([OH:36])=[O:35])[C:9]([C:11]2[CH:12]=[C:13]3[N:19]=[C:18]([CH2:20][S:21][C:22]4[CH:27]=[CH:26][C:25]([C:28](=[NH:29])[NH2:30])=[CH:24][CH:23]=4)[N:17]([CH3:31])[C:14]3=[N:15][CH:16]=2)=[O:10])[CH:7]=[CH:6][CH:5]=[CH:4][CH:3]=1. The catalyst class is: 13. (5) Reactant: [CH2:1]([O:3][C:4](=[O:21])[CH:5]([CH2:9][C:10]1[CH:15]=[CH:14][N:13]=[C:12]([NH:16]C(=O)C)[C:11]=1[F:20])[C:6](=O)[CH3:7])[CH3:2].[C:22]1(C=C[CH:27]=[C:25](O)[CH:24]=1)[OH:23].[CH3:30][S:31]([OH:34])(=[O:33])=[O:32].O. Product: [CH3:30][S:31]([OH:34])(=[O:33])=[O:32].[F:20][C:11]1[C:12]([NH2:16])=[N:13][CH:14]=[CH:15][C:10]=1[CH2:9][C:5]1[C:4](=[O:21])[O:3][C:1]2[CH:2]=[C:22]([OH:23])[CH:24]=[CH:25][C:27]=2[C:6]=1[CH3:7]. The catalyst class is: 336.